This data is from Forward reaction prediction with 1.9M reactions from USPTO patents (1976-2016). The task is: Predict the product of the given reaction. (1) Given the reactants Cl.O1CCOCC1.[F:8][C:9]([F:47])([C:41]1[CH:46]=[CH:45][CH:44]=[CH:43][CH:42]=1)[CH2:10][NH:11][C:12]1[C:13]([F:40])=[C:14]([CH2:19][C:20]([NH:22][CH2:23][C:24]2[C:25]([CH3:39])=[N:26][C:27]([NH:31]C(OC(C)(C)C)=O)=[CH:28][C:29]=2[CH3:30])=[O:21])[C:15]([Cl:18])=[CH:16][CH:17]=1, predict the reaction product. The product is: [ClH:18].[NH2:31][C:27]1[N:26]=[C:25]([CH3:39])[C:24]([CH2:23][NH:22][C:20](=[O:21])[CH2:19][C:14]2[C:15]([Cl:18])=[CH:16][CH:17]=[C:12]([NH:11][CH2:10][C:9]([F:8])([F:47])[C:41]3[CH:42]=[CH:43][CH:44]=[CH:45][CH:46]=3)[C:13]=2[F:40])=[C:29]([CH3:30])[CH:28]=1. (2) Given the reactants [F:1][C:2]1[CH:3]=[C:4]2[C:9](=[CH:10][CH:11]=1)[C:8](=[O:12])[CH2:7][CH2:6][CH2:5]2.O1C2C3C(CCC=2[C:15]([C:26]([OH:28])=[O:27])=[N:14]1)=CC=CC=3, predict the reaction product. The product is: [F:1][C:2]1[CH:3]=[C:4]2[C:9](=[CH:10][CH:11]=1)[C:8]1[O:12][N:14]=[C:15]([C:26]([OH:28])=[O:27])[C:7]=1[CH2:6][CH2:5]2.